From a dataset of Catalyst prediction with 721,799 reactions and 888 catalyst types from USPTO. Predict which catalyst facilitates the given reaction. Reactant: [NH2:1][CH2:2][C:3]([NH:5][CH2:6][C:7]1[N:8]=[C:9]([NH:12][C:13]([NH:15][C:16]2[CH:21]=[CH:20][C:19]([CH3:22])=[CH:18][C:17]=2[C:23]([CH:25]2[CH2:29][CH2:28][CH2:27][CH2:26]2)=[O:24])=[O:14])[S:10][CH:11]=1)=[O:4].Br[CH2:31][C:32]([O:34][CH3:35])=[O:33]. Product: [CH3:35][O:34][C:32](=[O:33])[CH2:31][NH:1][CH2:2][C:3](=[O:4])[NH:5][CH2:6][C:7]1[N:8]=[C:9]([NH:12][C:13]([NH:15][C:16]2[CH:21]=[CH:20][C:19]([CH3:22])=[CH:18][C:17]=2[C:23]([CH:25]2[CH2:29][CH2:28][CH2:27][CH2:26]2)=[O:24])=[O:14])[S:10][CH:11]=1. The catalyst class is: 1.